Dataset: Reaction yield outcomes from USPTO patents with 853,638 reactions. Task: Predict the reaction yield, written as a fraction of the theoretical maximum amount of product (1.0 means a 100% yield; for example, 0.34 means a 34% yield). The product is [CH2:1]([NH:3][C:4]1[C:9]([CH:10]=[O:11])=[C:8]([CH3:12])[N:7]=[C:6]([S:13][CH3:14])[N:5]=1)[CH3:2]. The yield is 0.920. The reactants are [CH2:1]([NH:3][C:4]1[C:9]([CH2:10][OH:11])=[C:8]([CH3:12])[N:7]=[C:6]([S:13][CH3:14])[N:5]=1)[CH3:2]. The catalyst is C(Cl)(Cl)Cl.[O-2].[Mn+2].